Dataset: Catalyst prediction with 721,799 reactions and 888 catalyst types from USPTO. Task: Predict which catalyst facilitates the given reaction. (1) Reactant: [CH3:1][O:2][C:3]1[CH:21]=[C:20]([O:22][CH2:23][C:24]2[N:25]=[C:26]([C:29]3[CH:41]=[CH:40][C:32]([C:33]([O:35]C(C)(C)C)=[O:34])=[CH:31][CH:30]=3)[S:27][CH:28]=2)[C:6]2[CH:7]=[C:8]([C:10]3[N:11]=[C:12]4[N:16]([CH:17]=3)[N:15]=[C:14]([O:18][CH3:19])[S:13]4)[O:9][C:5]=2[CH:4]=1.C(O)(C(F)(F)F)=O. Product: [CH3:1][O:2][C:3]1[CH:21]=[C:20]([O:22][CH2:23][C:24]2[N:25]=[C:26]([C:29]3[CH:41]=[CH:40][C:32]([C:33]([OH:35])=[O:34])=[CH:31][CH:30]=3)[S:27][CH:28]=2)[C:6]2[CH:7]=[C:8]([C:10]3[N:11]=[C:12]4[N:16]([CH:17]=3)[N:15]=[C:14]([O:18][CH3:19])[S:13]4)[O:9][C:5]=2[CH:4]=1. The catalyst class is: 2. (2) Reactant: [Cl:1][C:2]1[CH:3]=[CH:4][C:5]([C:8]([OH:10])=O)=[N:6][CH:7]=1.C1N=C[N:13](C(N2C=NC=C2)=O)[CH:12]=1.CN.C1COCC1. Product: [Cl:1][C:2]1[CH:3]=[CH:4][C:5]([C:8]([NH:13][CH3:12])=[O:10])=[N:6][CH:7]=1. The catalyst class is: 279. (3) Reactant: [CH3:1][S:2][CH2:3][CH2:4][CH:5]([N:9]1[CH:13]=[C:12]([C:14]2[C:15]3[CH:22]=[CH:21][N:20](C[O:24]CC[Si](C)(C)C)[C:16]=3[N:17]=[CH:18][N:19]=2)[CH:11]=[N:10]1)[CH2:6][C:7]#N.C1COCC1.C(O)C.[OH-:39].[NH4+:40]. Product: [CH3:1][S:2][CH2:3][CH2:4][CH:5]([N:9]1[CH:13]=[C:12]([C:14]2[C:15]3[CH:22]=[CH:21][NH:20][C:16]=3[N:17]=[CH:18][N:19]=2)[CH:11]=[N:10]1)[CH2:6][CH3:7].[N:40]([O-:24])=[O:39]. The catalyst class is: 126. (4) Reactant: [Si]([O:18][CH:19]1[CH2:22][C:21]([CH2:45][C:46]#[N:47])([N:23]2[CH:27]=[C:26]([C:28]3[C:29]4[CH:36]=[CH:35][N:34]([CH2:37][O:38][CH2:39][CH2:40][Si:41]([CH3:44])([CH3:43])[CH3:42])[C:30]=4[N:31]=[CH:32][N:33]=3)[CH:25]=[N:24]2)[CH2:20]1)(C(C)(C)C)(C1C=CC=CC=1)C1C=CC=CC=1.[OH-].[Na+]. Product: [OH:18][CH:19]1[CH2:22][C:21]([CH2:45][C:46]#[N:47])([N:23]2[CH:27]=[C:26]([C:28]3[C:29]4[CH:36]=[CH:35][N:34]([CH2:37][O:38][CH2:39][CH2:40][Si:41]([CH3:42])([CH3:44])[CH3:43])[C:30]=4[N:31]=[CH:32][N:33]=3)[CH:25]=[N:24]2)[CH2:20]1. The catalyst class is: 40.